Dataset: Catalyst prediction with 721,799 reactions and 888 catalyst types from USPTO. Task: Predict which catalyst facilitates the given reaction. Reactant: Br[C:2]1[CH2:3][CH:4]2[C:9]([CH3:11])([CH3:10])[O:8][C:7](=[O:12])[NH:6][C:5]2=[C:13]([F:15])[CH:14]=1.[F:16][C:17]1[CH:22]=[CH:21][C:20](B(O)O)=[CH:19][C:18]=1[Cl:26].C(=O)([O-])[O-].[Na+].[Na+].C(OCC)(=O)C. Product: [Cl:26][C:18]1[CH:19]=[C:20]([C:2]2[CH:14]=[C:13]([F:15])[C:5]3[NH:6][C:7](=[O:12])[O:8][C:9]([CH3:11])([CH3:10])[C:4]=3[CH:3]=2)[CH:21]=[CH:22][C:17]=1[F:16]. The catalyst class is: 659.